Dataset: Reaction yield outcomes from USPTO patents with 853,638 reactions. Task: Predict the reaction yield, written as a fraction of the theoretical maximum amount of product (1.0 means a 100% yield; for example, 0.34 means a 34% yield). (1) The reactants are [NH:1]([C:6]([O:8][C:9]([CH3:12])([CH3:11])[CH3:10])=[O:7])[CH2:2][C:3]([OH:5])=O.CCN(C(C)C)C(C)C.F[P-](F)(F)(F)(F)F.N1(O[P+](N(C)C)(N(C)C)N(C)C)C2C=CC=CC=2N=N1.Cl.[CH3:50][NH:51][O:52][CH3:53]. The catalyst is C(Cl)Cl. The product is [CH3:53][O:52][N:51]([CH3:50])[C:3](=[O:5])[CH2:2][NH:1][C:6](=[O:7])[O:8][C:9]([CH3:12])([CH3:11])[CH3:10]. The yield is 0.800. (2) The reactants are Br[C:2]1[CH:7]=[C:6]([O:8][CH3:9])[CH:5]=[CH:4][C:3]=1[O:10][CH2:11][CH2:12][CH2:13][CH3:14].C([Li])(C)(C)C.CCCCC.[B:25](OC)([O:28]C)[O:26]C. The catalyst is C1COCC1. The product is [CH2:11]([O:10][C:3]1[CH:4]=[CH:5][C:6]([O:8][CH3:9])=[CH:7][C:2]=1[B:25]([OH:28])[OH:26])[CH2:12][CH2:13][CH3:14]. The yield is 0.311. (3) The reactants are [F:1][CH:2]([F:41])[C:3]1[N:7]([C:8]2[N:13]=[C:12]([N:14]3[CH2:19][CH2:18][O:17][CH2:16][CH2:15]3)[N:11]=[C:10]([C:20]3[CH:25]=[CH:24][C:23]([N:26](C)[C:27](=O)OC(C)(C)C)=[CH:22][CH:21]=3)[N:9]=2)[C:6]2[CH:35]=[CH:36][CH:37]=[C:38]([O:39][CH3:40])[C:5]=2[N:4]=1.C(O)(C(F)(F)F)=O.N. The catalyst is C(Cl)Cl. The product is [F:41][CH:2]([F:1])[C:3]1[N:7]([C:8]2[N:13]=[C:12]([N:14]3[CH2:19][CH2:18][O:17][CH2:16][CH2:15]3)[N:11]=[C:10]([C:20]3[CH:21]=[CH:22][C:23]([NH:26][CH3:27])=[CH:24][CH:25]=3)[N:9]=2)[C:6]2[CH:35]=[CH:36][CH:37]=[C:38]([O:39][CH3:40])[C:5]=2[N:4]=1. The yield is 0.870. (4) The reactants are [Br:1][C:2]1[C:3]([N:11]2[CH2:16][CH2:15][NH:14][CH2:13][CH2:12]2)=[C:4]2[CH:10]=[CH:9][NH:8][C:5]2=[N:6][CH:7]=1.[C:17]([O:21][C:22]([NH:24][C@H:25]([CH:29]1[CH2:34][CH2:33][CH2:32][CH2:31][CH2:30]1)[C:26](O)=[O:27])=[O:23])([CH3:20])([CH3:19])[CH3:18].C1C=CC2N(O)N=NC=2C=1.O.CCN=C=NCCCN(C)C.C(N(CC)CC)C. The catalyst is C(Cl)Cl. The product is [Br:1][C:2]1[C:3]([N:11]2[CH2:16][CH2:15][N:14]([C:26](=[O:27])[C@H:25]([NH:24][C:22](=[O:23])[O:21][C:17]([CH3:18])([CH3:20])[CH3:19])[CH:29]3[CH2:34][CH2:33][CH2:32][CH2:31][CH2:30]3)[CH2:13][CH2:12]2)=[C:4]2[CH:10]=[CH:9][NH:8][C:5]2=[N:6][CH:7]=1. The yield is 0.180. (5) The reactants are O.O.[Sn](Cl)Cl.[N+:6]([C:9]1[CH:18]=[CH:17][CH:16]=[C:15]2[C:10]=1[CH:11]=[CH:12][O:13][C:14]2=[O:19])([O-])=O.C(=O)(O)[O-].[Na+].O. The catalyst is C1COCC1.CCOC(C)=O. The product is [NH2:6][C:9]1[CH:18]=[CH:17][CH:16]=[C:15]2[C:10]=1[CH:11]=[CH:12][O:13][C:14]2=[O:19]. The yield is 0.970. (6) The reactants are [CH:1]1([CH2:4][O:5][C:6]2[CH:11]=[CH:10][CH:9]=[C:8]([OH:12])[C:7]=2[C:13](=[O:15])[CH3:14])[CH2:3][CH2:2]1.C(=O)([O-])[O-].[K+].[K+].[CH3:22][O:23][C:24]1[CH:31]=[CH:30][C:27]([CH2:28]Cl)=[CH:26][CH:25]=1. The catalyst is CC(C)=O.[I-].C([N+](CCCC)(CCCC)CCCC)CCC. The product is [CH:1]1([CH2:4][O:5][C:6]2[CH:11]=[CH:10][CH:9]=[C:8]([O:12][CH2:28][C:27]3[CH:30]=[CH:31][C:24]([O:23][CH3:22])=[CH:25][CH:26]=3)[C:7]=2[C:13](=[O:15])[CH3:14])[CH2:2][CH2:3]1. The yield is 0.890.